Dataset: Full USPTO retrosynthesis dataset with 1.9M reactions from patents (1976-2016). Task: Predict the reactants needed to synthesize the given product. (1) Given the product [ClH:17].[CH:1]1([N:4]2[CH2:9][CH2:8][NH:7][CH2:6][CH2:5]2)[CH2:3][CH2:2]1, predict the reactants needed to synthesize it. The reactants are: [CH:1]1([N:4]2[CH2:9][CH2:8][N:7](C(OC(C)(C)C)=O)[CH2:6][CH2:5]2)[CH2:3][CH2:2]1.[ClH:17]. (2) Given the product [OH:1][C@@H:38]1[CH2:37][C@@:35]2([CH3:36])[C@@H:31]([CH2:32][CH2:33][C:34]2=[O:48])[C@H:30]2[C@H:39]1[C@@H:40]1[C:45]([CH2:46][C@H:29]2[CH3:28])=[CH:44][C:43](=[O:47])[CH2:42][CH2:41]1, predict the reactants needed to synthesize it. The reactants are: [O:1]=C[C@@H]([C@H]([C@@H]([C@@H](CO)O)O)O)O.OP([O-])(O)=O.[K+].OP([O-])([O-])=O.[K+].[K+].[Cl-].[K+].[CH3:28][C@@H:29]1[CH2:46][C:45]2[C@H:40]([CH2:41][CH2:42][C:43](=[O:47])[CH:44]=2)[C@@H:39]2[C@@H:30]1[C@H:31]1[C@@:35]([CH2:37][CH2:38]2)([CH3:36])[C:34](=[O:48])[CH2:33][CH2:32]1. (3) Given the product [Cl:17][C:18]1[CH:23]=[C:22]([Cl:24])[CH:21]=[CH:20][C:19]=1[NH:25][C:26]([NH:1][C:2]1[C:3]([NH:12][CH2:13][CH2:14][CH2:15][OH:16])=[C:4]([CH:9]=[CH:10][CH:11]=1)[C:5]([O:7][CH3:8])=[O:6])=[S:27], predict the reactants needed to synthesize it. The reactants are: [NH2:1][C:2]1[C:3]([NH:12][CH2:13][CH2:14][CH2:15][OH:16])=[C:4]([CH:9]=[CH:10][CH:11]=1)[C:5]([O:7][CH3:8])=[O:6].[Cl:17][C:18]1[CH:23]=[C:22]([Cl:24])[CH:21]=[CH:20][C:19]=1[N:25]=[C:26]=[S:27]. (4) Given the product [Br:1][CH2:2][C:3]([OH:5])=[O:4].[OH:6][CH2:7][CH2:8][N:9]1[C:14](=[O:15])[CH2:13][CH2:12][CH:11]([N:16]2[C:17](=[O:26])[C:18]3[C:23](=[CH:22][CH:21]=[CH:20][CH:19]=3)[C:24]2=[O:25])[C:10]1=[O:27], predict the reactants needed to synthesize it. The reactants are: [Br:1][CH2:2][C:3]([OH:5])=[O:4].[OH:6][CH2:7][CH2:8][N:9]1[C:14](=[O:15])[CH2:13][CH2:12][CH:11]([N:16]2[C:24](=[O:25])[C:23]3[C:18](=[CH:19][CH:20]=[CH:21][CH:22]=3)[C:17]2=[O:26])[C:10]1=[O:27].C1CCC(N=C=NC2CCCCC2)CC1. (5) Given the product [OH:20][C@@H:9]1[CH2:8][C@H:7]2[C@H:12]([C@H:13]3[C@H:4]([CH2:5][CH2:6]2)[CH2:3][C@:2]2([CH3:1])[C:18](=[O:19])[CH2:17][CH2:16][C@H:15]2[CH2:14]3)[CH2:11][CH2:10]1, predict the reactants needed to synthesize it. The reactants are: [CH3:1][C@@:2]12[C:18](=[O:19])[CH2:17][CH2:16][C@H:15]1[CH2:14][C@@H:13]1[C@H:4]([CH2:5][CH2:6][C@@H:7]3[C@H:12]1[CH2:11][CH2:10][C:9](=[O:20])[CH2:8]3)[CH2:3]2.C(O[AlH-](OC(C)(C)C)OC(C)(C)C)(C)(C)C.[Li+].Cl. (6) Given the product [CH3:46][C:45]1[O:44][C:43]([C:47]2[CH:48]=[CH:49][CH:50]=[CH:51][CH:52]=2)=[N:42][C:41]=1[CH2:40][O:39][C:36]1[CH:37]=[CH:38][C:33]([O:32][CH2:31][C:21]2[N:22]=[C:23]([C:25]3[CH:26]=[CH:27][CH:28]=[CH:29][CH:30]=3)[O:24][C:20]=2[CH2:19][OH:18])=[CH:34][CH:35]=1, predict the reactants needed to synthesize it. The reactants are: [Si]([O:18][CH2:19][C:20]1[O:24][C:23]([C:25]2[CH:30]=[CH:29][CH:28]=[CH:27][CH:26]=2)=[N:22][C:21]=1[CH2:31][O:32][C:33]1[CH:38]=[CH:37][C:36]([O:39][CH2:40][C:41]2[N:42]=[C:43]([C:47]3[CH:52]=[CH:51][CH:50]=[CH:49][CH:48]=3)[O:44][C:45]=2[CH3:46])=[CH:35][CH:34]=1)(C(C)(C)C)(C1C=CC=CC=1)C1C=CC=CC=1.O1CCCC1.[F-].C([N+](CCCC)(CCCC)CCCC)CCC.